This data is from Forward reaction prediction with 1.9M reactions from USPTO patents (1976-2016). The task is: Predict the product of the given reaction. (1) Given the reactants [NH2:1][C:2]1[CH:3]=[C:4]([C:8]#[C:9][C:10]2[C:11]([NH2:17])=[N:12][CH:13]=[N:14][C:15]=2[NH2:16])[CH:5]=[CH:6][CH:7]=1.[F:18][C:19]([F:31])([F:30])[C:20]1[CH:21]=[C:22]([CH2:26][C:27](O)=[O:28])[CH:23]=[CH:24][CH:25]=1, predict the reaction product. The product is: [NH2:16][C:15]1[C:10]([C:9]#[C:8][C:4]2[CH:3]=[C:2]([NH:1][C:27](=[O:28])[CH2:26][C:22]3[CH:23]=[CH:24][CH:25]=[C:20]([C:19]([F:30])([F:18])[F:31])[CH:21]=3)[CH:7]=[CH:6][CH:5]=2)=[C:11]([NH2:17])[N:12]=[CH:13][N:14]=1. (2) Given the reactants [CH:1]([C:3]1[C:12](=[O:13])[C:11]2[C:6](=[CH:7][CH:8]=[CH:9][CH:10]=2)[O:5][CH:4]=1)=O.[CH2:14]([O:16][C:17]([C:19]#[C:20][C:21]([O:23][CH2:24][CH3:25])=[O:22])=[O:18])[CH3:15].C1(P(C2C=CC=CC=2)C2C=CC=CC=2)C=CC=CC=1.[CH3:45][O:46][C:47]1[CH:58]=[C:57]2[C:50]([NH:51][CH:52]=[C:53]2[CH2:54][CH2:55][NH2:56])=[CH:49][CH:48]=1, predict the reaction product. The product is: [CH2:24]([O:23][C:21]([C:20]1[C:19]2([C:17]([O:16][CH2:14][CH3:15])=[O:18])[N:56]([CH2:55][CH2:54][C:53]3[C:57]4[C:50](=[CH:49][CH:48]=[C:47]([O:46][CH3:45])[CH:58]=4)[NH:51][C:52]=32)[CH:4]=[C:3]([C:12](=[O:13])[C:11]2[CH:10]=[CH:9][CH:8]=[CH:7][C:6]=2[OH:5])[CH:1]=1)=[O:22])[CH3:25]. (3) The product is: [CH:10]1[C:11]2[CH:12]([CH2:14][O:15][C:16]([NH:18][C@H:19]([C:20](=[O:21])[N:38]3[CH2:43][CH2:42][CH2:41][CH2:40][CH2:39]3)[CH2:23][C:24]([O:26][C:27]([CH3:29])([CH3:28])[CH3:30])=[O:25])=[O:17])[C:13]3[C:5](=[CH:4][CH:3]=[CH:2][CH:1]=3)[C:6]=2[CH:7]=[CH:8][CH:9]=1. Given the reactants [CH:1]1[C:13]2[CH:12]([CH2:14][O:15][C:16]([NH:18][C@@H:19]([CH2:23][C:24]([O:26][C:27]([CH3:30])([CH3:29])[CH3:28])=[O:25])[C:20](O)=[O:21])=[O:17])[C:11]3[C:6](=[CH:7][CH:8]=[CH:9][CH:10]=3)[C:5]=2[CH:4]=[CH:3][CH:2]=1.CN1CCOCC1.[NH:38]1[CH2:43][CH2:42][CH2:41][CH2:40][CH2:39]1, predict the reaction product. (4) Given the reactants Br[C:2]1[CH:3]=[C:4]2[C:9](=[CH:10][CH:11]=1)[N:8]([C:12]([O:14][CH2:15][C:16]1[CH:21]=[CH:20][CH:19]=[CH:18][CH:17]=1)=[O:13])[CH2:7][CH2:6][C:5]2=[O:22].Br[Zn][CH2:25][C:26]([CH3:29])([CH3:28])[CH3:27], predict the reaction product. The product is: [CH2:25]([C:2]1[CH:3]=[C:4]2[C:9](=[CH:10][CH:11]=1)[N:8]([C:12]([O:14][CH2:15][C:16]1[CH:21]=[CH:20][CH:19]=[CH:18][CH:17]=1)=[O:13])[CH2:7][CH2:6][C:5]2=[O:22])[C:26]([CH3:29])([CH3:28])[CH3:27]. (5) The product is: [O:8]([C@H:9]1[CH2:13][N:12]2[C:14]3[N:15]=[C:16]([S:25][CH3:26])[N:17]=[CH:18][C:19]=3[C:20](=[O:21])[NH:28][CH2:27][C@@H:11]2[CH2:10]1)[Si:1]([C:4]([CH3:7])([CH3:6])[CH3:5])([CH3:3])[CH3:2]. Given the reactants [Si:1]([O:8][C@H:9]1[CH2:13][N:12]([C:14]2[C:19]([C:20](OCC)=[O:21])=[CH:18][N:17]=[C:16]([S:25][CH3:26])[N:15]=2)[C@H:11]([CH2:27][NH:28]S(C2C=CC=CC=2[N+]([O-])=O)(=O)=O)[CH2:10]1)([C:4]([CH3:7])([CH3:6])[CH3:5])([CH3:3])[CH3:2].SCC(O)=O.C1CCN2C(=NCCC2)CC1, predict the reaction product.